Dataset: Catalyst prediction with 721,799 reactions and 888 catalyst types from USPTO. Task: Predict which catalyst facilitates the given reaction. (1) Reactant: C(OC([N:8]([N:21]1[C:25]2[CH:26]=[CH:27][CH:28]=[CH:29][C:24]=2[N:23]=[C:22]1[S:30][CH2:31][C:32]1[C:37]([CH3:38])=[C:36]([O:39][CH2:40][C:41]([F:44])([F:43])[F:42])[CH:35]=[CH:34][N:33]=1)[CH2:9][CH2:10][CH2:11][O:12]C(=O)C1C=CC=CC=1)=O)(C)(C)C.Cl.O.C(=O)(O)[O-].[Na+]. Product: [OH:12][CH2:11][CH2:10][CH2:9][NH:8][N:21]1[C:25]2[CH:26]=[CH:27][CH:28]=[CH:29][C:24]=2[N:23]=[C:22]1[S:30][CH2:31][C:32]1[C:37]([CH3:38])=[C:36]([O:39][CH2:40][C:41]([F:42])([F:43])[F:44])[CH:35]=[CH:34][N:33]=1. The catalyst class is: 5. (2) Reactant: C([N:8]1[CH2:13][CH2:12][C:11]2([C:21]3[C:16](=[CH:17][CH:18]=[CH:19][CH:20]=3)[NH:15][C:14]2=[O:22])[CH2:10][CH2:9]1)C1C=CC=CC=1. Product: [NH:8]1[CH2:13][CH2:12][C:11]2([C:21]3[C:16](=[CH:17][CH:18]=[CH:19][CH:20]=3)[NH:15][C:14]2=[O:22])[CH2:10][CH2:9]1. The catalyst class is: 19. (3) Reactant: O[CH:2](O)[CH2:3][N:4]1[CH:9]=[CH:8][C:7]2[O:10][C:11]([CH3:13])=[CH:12][C:6]=2[C:5]1=[O:14].[C:16]1([NH2:23])[CH:21]=[CH:20][CH:19]=[CH:18][C:17]=1[NH2:22].S([O-])(O)=O.[Na+].O. Product: [NH:22]1[C:17]2[CH:18]=[CH:19][CH:20]=[CH:21][C:16]=2[N:23]=[C:2]1[CH2:3][N:4]1[CH:9]=[CH:8][C:7]2[O:10][C:11]([CH3:13])=[CH:12][C:6]=2[C:5]1=[O:14]. The catalyst class is: 8. (4) Product: [CH2:1]([O:4][C:5]1[CH:14]=[CH:13][C:8]([C:9]([OH:11])=[O:10])=[CH:7][CH:6]=1)[CH:2]=[CH2:3]. Reactant: [CH2:1]([O:4][C:5]1[CH:14]=[CH:13][C:8]([C:9]([O:11]C)=[O:10])=[CH:7][CH:6]=1)[CH:2]=[CH2:3].C1COCC1.[OH-].[Na+]. The catalyst class is: 5. (5) The catalyst class is: 2. Product: [CH3:1][O:2][C:3]1[CH:8]=[CH:7][C:6]([CH:9]2[C:17]3[C:12](=[CH:13][CH:14]=[CH:15][CH:16]=3)[CH:11]([C:18]3[CH:19]=[CH:20][CH:21]=[CH:22][CH:23]=3)[CH:10]2[C:24]([OH:26])=[O:25])=[CH:5][CH:4]=1. Reactant: [CH3:1][O:2][C:3]1[CH:8]=[CH:7][C:6]([CH:9]2[C:17]3[C:12](=[CH:13][CH:14]=[CH:15][CH:16]=3)[C:11]([C:18]3[CH:23]=[CH:22][CH:21]=[CH:20][CH:19]=3)=[C:10]2[C:24]([O:26]CC)=[O:25])=[CH:5][CH:4]=1.C([SiH](CC)CC)C.B(F)(F)F.CCOCC.Cl. (6) Reactant: [Br:1][C:2]1[CH:7]=[CH:6][C:5]([CH:8]([C:20]2[CH:25]=[CH:24][CH:23]=[CH:22][C:21]=2[CH3:26])[CH2:9]/[C:10](/[C@H:13]2[CH2:18][CH2:17][C@H:16]([OH:19])[CH2:15][CH2:14]2)=[N:11]\[OH:12])=[CH:4][CH:3]=1.CN1CCC(=O)CC1.CC(C)[O-].[Al+3].CC(C)[O-].CC(C)[O-]. Product: [Br:1][C:2]1[CH:7]=[CH:6][C:5]([CH:8]([C:20]2[CH:25]=[CH:24][CH:23]=[CH:22][C:21]=2[CH3:26])[CH2:9]/[C:10](/[CH:13]2[CH2:14][CH2:15][C:16](=[O:19])[CH2:17][CH2:18]2)=[N:11]\[OH:12])=[CH:4][CH:3]=1. The catalyst class is: 11. (7) Reactant: [CH2:1]([O:3][C:4](=[O:26])[CH:5]([C:20]1[CH:25]=[CH:24][CH:23]=[CH:22][N:21]=1)[CH2:6][C:7]([C:9]1[CH:14]=[CH:13][C:12]([O:15][CH2:16][CH2:17][CH2:18]Cl)=[CH:11][CH:10]=1)=[O:8])[CH3:2].[CH3:27][C@@H:28]1[CH2:32][CH2:31][CH2:30][NH2+:29]1.C1(S([O-])(=O)=O)C=CC=CC=1.C(=O)([O-])[O-].[K+].[K+].[I-].[K+]. Product: [CH2:1]([O:3][C:4](=[O:26])[CH:5]([C:20]1[CH:25]=[CH:24][CH:23]=[CH:22][N:21]=1)[CH2:6][C:7]([C:9]1[CH:14]=[CH:13][C:12]([O:15][CH2:16][CH2:17][CH2:18][N:29]2[CH2:30][CH2:31][CH2:32][C@H:28]2[CH3:27])=[CH:11][CH:10]=1)=[O:8])[CH3:2]. The catalyst class is: 10.